From a dataset of Full USPTO retrosynthesis dataset with 1.9M reactions from patents (1976-2016). Predict the reactants needed to synthesize the given product. (1) Given the product [CH3:19][C:20]1[CH:25]=[C:24]([CH3:26])[CH:23]=[CH:22][C:21]=1[N:27]1[CH2:28][CH2:29][N:30]([C:11]([C:10]2[CH:14]=[CH:15][C:7]([N:3]3[CH2:4][CH2:5][CH2:6][S:2]3(=[O:1])=[O:18])=[CH:8][C:9]=2[O:16][CH3:17])=[O:13])[CH2:31][CH2:32]1, predict the reactants needed to synthesize it. The reactants are: [O:1]=[S:2]1(=[O:18])[CH2:6][CH2:5][CH2:4][N:3]1[C:7]1[CH:15]=[CH:14][C:10]([C:11]([OH:13])=O)=[C:9]([O:16][CH3:17])[CH:8]=1.[CH3:19][C:20]1[CH:25]=[C:24]([CH3:26])[CH:23]=[CH:22][C:21]=1[N:27]1[CH2:32][CH2:31][NH:30][CH2:29][CH2:28]1. (2) Given the product [CH:1]([C:4]1[CH:23]=[CH:22][C:7]([CH2:8][C:9]2[C:19]([CH3:20])=[CH:18][C:17]([CH3:21])=[CH:16][C:10]=2[O:11][CH2:12][C:13]([N:33]2[CH2:32][CH:31]2[CH3:30])=[O:15])=[CH:6][CH:5]=1)([CH3:2])[CH3:3], predict the reactants needed to synthesize it. The reactants are: [CH:1]([C:4]1[CH:23]=[CH:22][C:7]([CH2:8][C:9]2[C:19]([CH3:20])=[CH:18][C:17]([CH3:21])=[CH:16][C:10]=2[O:11][CH2:12][C:13]([OH:15])=O)=[CH:6][CH:5]=1)([CH3:3])[CH3:2].C(Cl)(=O)C(Cl)=O.[CH3:30][CH:31]1[NH:33][CH2:32]1.C(N(CC)CC)C. (3) Given the product [C:1]([O:5][C:6](=[O:21])[NH:7][C:8]1[CH:13]=[C:12]([CH2:14][CH3:15])[C:11]([C:16]([F:19])([F:18])[F:17])=[CH:10][C:9]=1[NH:20][C:27](=[O:26])[CH2:28][C:29](=[O:42])[C:30]1[CH:35]=[CH:34][CH:33]=[C:32]([C:36]2[CH:37]=[N:38][CH:39]=[CH:40][CH:41]=2)[CH:31]=1)([CH3:2])([CH3:3])[CH3:4], predict the reactants needed to synthesize it. The reactants are: [C:1]([O:5][C:6](=[O:21])[NH:7][C:8]1[CH:13]=[C:12]([CH2:14][CH3:15])[C:11]([C:16]([F:19])([F:18])[F:17])=[CH:10][C:9]=1[NH2:20])([CH3:4])([CH3:3])[CH3:2].C([O:26][C:27](=O)[CH2:28][C:29](=[O:42])[C:30]1[CH:35]=[CH:34][CH:33]=[C:32]([C:36]2[CH:37]=[N:38][CH:39]=[CH:40][CH:41]=2)[CH:31]=1)(C)(C)C. (4) The reactants are: [CH2:1]([Zn]CC)C.C(O)(C(F)(F)F)=O.C(I)I.[CH2:16]=[C:17]1[CH2:22][CH2:21][CH:20]([C:23]([O:25][CH2:26][CH3:27])=[O:24])[CH2:19][CH2:18]1. Given the product [CH2:1]1[C:17]2([CH2:18][CH2:19][CH:20]([C:23]([O:25][CH2:26][CH3:27])=[O:24])[CH2:21][CH2:22]2)[CH2:16]1, predict the reactants needed to synthesize it. (5) The reactants are: [C:1]([O:5][C:6]([N:8]1[CH2:13][CH2:12][N:11]([C:14](=[S:20])[N:15]=[CH:16]N(C)C)[CH2:10][CH2:9]1)=[O:7])([CH3:4])([CH3:3])[CH3:2].Br[CH2:22][C:23](=[O:28])[C:24]([CH3:27])([CH3:26])[CH3:25]. Given the product [C:1]([O:5][C:6]([N:8]1[CH2:9][CH2:10][N:11]([C:14]2[S:20][C:22]([C:23](=[O:28])[C:24]([CH3:27])([CH3:26])[CH3:25])=[CH:16][N:15]=2)[CH2:12][CH2:13]1)=[O:7])([CH3:2])([CH3:3])[CH3:4], predict the reactants needed to synthesize it.